Dataset: Full USPTO retrosynthesis dataset with 1.9M reactions from patents (1976-2016). Task: Predict the reactants needed to synthesize the given product. (1) Given the product [CH3:14][S:11]([C:4]1[CH:3]=[C:2]([N:15]2[CH2:20][CH2:19][O:18][CH2:17][CH2:16]2)[CH:7]=[C:6]([N+:8]([O-:10])=[O:9])[CH:5]=1)(=[O:13])=[O:12], predict the reactants needed to synthesize it. The reactants are: F[C:2]1[CH:7]=[C:6]([N+:8]([O-:10])=[O:9])[CH:5]=[C:4]([S:11]([CH3:14])(=[O:13])=[O:12])[CH:3]=1.[NH:15]1[CH2:20][CH2:19][O:18][CH2:17][CH2:16]1.O. (2) Given the product [O:20]=[C:19]([NH:10][NH:9][C:1]([C:2]1[CH:3]=[N:4][CH:5]=[CH:6][CH:7]=1)=[O:8])[C:18]([O:22][CH2:16][CH3:17])=[O:28], predict the reactants needed to synthesize it. The reactants are: [C:1]([NH:9][NH2:10])(=[O:8])[C:2]1[CH:7]=[CH:6][CH:5]=[N:4][CH:3]=1.C(N([CH2:16][CH3:17])CC)C.[C:18](Cl)(=[O:22])[C:19](Cl)=[O:20].CN(C=[O:28])C. (3) Given the product [F:1][CH:2]([F:4])[C:5]1[CH:6]=[C:7]([NH:11][C:12](=[O:20])[O:13][C:14]2[CH:19]=[CH:18][CH:17]=[CH:16][CH:15]=2)[CH:8]=[CH:9][N:25]=1, predict the reactants needed to synthesize it. The reactants are: [F:1][C:2]([C:5]1[CH:6]=[C:7]([NH:11][C:12](=[O:20])[O:13][C:14]2[CH:19]=[CH:18][CH:17]=[CH:16][CH:15]=2)[CH:8]=[CH:9]C=1)([F:4])C.BrC1C=C[N:25]=C(C(F)F)C=1.BrC1C=CC=C(C(F)(F)C)C=1. (4) The reactants are: [O:1]1[C:5]([C:6]2[CH:11]=[CH:10][C:9]([NH2:12])=[CH:8][CH:7]=2)=[CH:4][N:3]=[CH:2]1.Cl.[N:14]([O-])=O.[Na+].O.O.[Sn](Cl)(Cl)(Cl)Cl.N. Given the product [O:1]1[C:5]([C:6]2[CH:7]=[CH:8][C:9]([NH:12][NH2:14])=[CH:10][CH:11]=2)=[CH:4][N:3]=[CH:2]1, predict the reactants needed to synthesize it. (5) Given the product [CH3:25][O:26][C:27]1[CH:34]=[C:33]([O:35][CH3:36])[CH:32]=[CH:31][C:28]=1[CH2:29][NH:1][C:2]1[CH:7]=[CH:6][C:5]([O:8][C:9]([F:12])([F:10])[F:11])=[CH:4][C:3]=1[CH:13]([C:15]1[CH:20]=[CH:19][CH:18]=[C:17]([O:21][CH3:22])[C:16]=1[O:23][CH3:24])[OH:14], predict the reactants needed to synthesize it. The reactants are: [NH2:1][C:2]1[CH:7]=[CH:6][C:5]([O:8][C:9]([F:12])([F:11])[F:10])=[CH:4][C:3]=1[CH:13]([C:15]1[CH:20]=[CH:19][CH:18]=[C:17]([O:21][CH3:22])[C:16]=1[O:23][CH3:24])[OH:14].[CH3:25][O:26][C:27]1[CH:34]=[C:33]([O:35][CH3:36])[CH:32]=[CH:31][C:28]=1[CH:29]=O.[BH4-].[Na+]. (6) Given the product [F:7][C:8]1[CH:16]=[C:15]2[C:11]([C:12]([CH2:17][OH:18])=[N:13][NH:14]2)=[CH:10][CH:9]=1, predict the reactants needed to synthesize it. The reactants are: [H-].[Al+3].[Li+].[H-].[H-].[H-].[F:7][C:8]1[CH:16]=[C:15]2[C:11]([C:12]([C:17](O)=[O:18])=[N:13][NH:14]2)=[CH:10][CH:9]=1.[C@H](O)(C([O-])=O)[C@@H](O)C([O-])=O.[Na+].[K+]. (7) The reactants are: [CH:1]12[CH2:10][CH:5]3[CH2:6][CH:7]([CH2:9][CH:3]([CH2:4]3)[CH:2]1[N:11]1[C:14](=[O:15])[C:13]([CH3:17])([CH3:16])[NH:12]1)[CH2:8]2.CC(C)([O-])C.[Na+].Br[C:25]1[CH:30]=[CH:29][CH:28]=[CH:27][CH:26]=1.O. Given the product [CH3:16][C:13]1([CH3:17])[N:12]([C:25]2[CH:30]=[CH:29][CH:28]=[CH:27][CH:26]=2)[N:11]([CH:2]2[CH:3]3[CH2:4][CH:5]4[CH2:6][CH:7]([CH2:8][CH:1]2[CH2:10]4)[CH2:9]3)[C:14]1=[O:15], predict the reactants needed to synthesize it.